From a dataset of Kir2.1 potassium channel HTS with 301,493 compounds. Binary Classification. Given a drug SMILES string, predict its activity (active/inactive) in a high-throughput screening assay against a specified biological target. (1) The drug is O=c1n(c(=O)[nH]c2c1ccc(c2)C(=O)NCc1ccc(OC)cc1)c1ccccc1. The result is 0 (inactive). (2) The compound is Brc1ccc(SCC(=O)NCCc2cc(OC)c(OC)cc2)cc1. The result is 0 (inactive). (3) The drug is O=C(NC(Cc1ccccc1)C(=O)N)C12CC3CC(C1)CC(C2)C3. The result is 0 (inactive). (4) The drug is S(c1n(c(nn1)Cc1n(ccc1)C)c1ccc(OC)cc1)CC(=O)Nc1ccc(CC)cc1. The result is 0 (inactive). (5) The result is 0 (inactive). The drug is O=C(N1CCN(CC1)c1c(OC)cccc1)C1CN(C(=O)C1)c1ccccc1. (6) The result is 0 (inactive). The compound is S1c2n(c(O)c(C(c3c(O)n4CCSc4nc3=O)c3c4c(ccc3)cccc4)c(=O)n2)CC1.